The task is: Predict which catalyst facilitates the given reaction.. This data is from Catalyst prediction with 721,799 reactions and 888 catalyst types from USPTO. (1) Reactant: [O:1]=[C:2]1[CH:6]([C:7]([O:9]C)=[O:8])[CH2:5][CH2:4][NH:3]1.C[Si](C)(C)[O-].[K+]. Product: [O:1]=[C:2]1[CH:6]([C:7]([OH:9])=[O:8])[CH2:5][CH2:4][NH:3]1. The catalyst class is: 1. (2) Reactant: Cl[C:2]1[C:3]2[C:10]([C:11]3[CH:16]=[CH:15][C:14]([O:17][CH3:18])=[CH:13][CH:12]=3)=[C:9]([C:19]3[CH:24]=[CH:23][CH:22]=[CH:21][CH:20]=3)[O:8][C:4]=2[N:5]=[CH:6][N:7]=1.CCN(C(C)C)C(C)C.[C:34]([O:38][C:39]([NH:41][CH2:42][CH2:43][CH2:44][CH2:45][CH2:46][NH2:47])=[O:40])([CH3:37])([CH3:36])[CH3:35]. Product: [C:34]([O:38][C:39](=[O:40])[NH:41][CH2:42][CH2:43][CH2:44][CH2:45][CH2:46][NH:47][C:2]1[C:3]2[C:10]([C:11]3[CH:16]=[CH:15][C:14]([O:17][CH3:18])=[CH:13][CH:12]=3)=[C:9]([C:19]3[CH:24]=[CH:23][CH:22]=[CH:21][CH:20]=3)[O:8][C:4]=2[N:5]=[CH:6][N:7]=1)([CH3:37])([CH3:35])[CH3:36]. The catalyst class is: 174. (3) Product: [CH3:14][O:13][C:3]1[C:4]([CH3:12])=[C:5]([CH3:11])[C:6]([O:9][CH3:10])=[C:7]([CH3:8])[C:2]=1[CH:23]=[O:24]. The catalyst class is: 48. Reactant: Br[C:2]1[C:7]([CH3:8])=[C:6]([O:9][CH3:10])[C:5]([CH3:11])=[C:4]([CH3:12])[C:3]=1[O:13][CH3:14].[Li]CCCC.CN([CH:23]=[O:24])C. (4) Reactant: [CH3:1][O:2][C:3]1[CH:4]=[C:5]2[O:9][C:8]([C:10]3[N:11]=[C:12]4[CH:17]=[CH:16][C:15]([CH3:18])=[N:14][N:13]4[CH:19]=3)=[CH:7][C:6]2=[C:20]([OH:22])[CH:21]=1.Br[CH2:24][C:25]1[N:26]=[C:27]([C:30]2[CH:35]=[CH:34][CH:33]=[CH:32][CH:31]=2)[S:28][CH:29]=1.C(=O)([O-])[O-].[K+].[K+]. Product: [CH3:1][O:2][C:3]1[CH:21]=[C:20]([O:22][CH2:24][C:25]2[N:26]=[C:27]([C:30]3[CH:31]=[CH:32][CH:33]=[CH:34][CH:35]=3)[S:28][CH:29]=2)[C:6]2[CH:7]=[C:8]([C:10]3[N:11]=[C:12]4[CH:17]=[CH:16][C:15]([CH3:18])=[N:14][N:13]4[CH:19]=3)[O:9][C:5]=2[CH:4]=1. The catalyst class is: 85. (5) Reactant: [Br:1][C:2]1[N:6]([CH2:7][CH3:8])[CH:5]=[C:4]([C:9]([OH:11])=O)[CH:3]=1.CC[N:14](C(C)C)C(C)C.CN(C(ON1N=NC2C=CC=CC1=2)=[N+](C)C)C.[B-](F)(F)(F)F.N. Product: [Br:1][C:2]1[N:6]([CH2:7][CH3:8])[CH:5]=[C:4]([C:9]([NH2:14])=[O:11])[CH:3]=1. The catalyst class is: 448.